Dataset: Reaction yield outcomes from USPTO patents with 853,638 reactions. Task: Predict the reaction yield, written as a fraction of the theoretical maximum amount of product (1.0 means a 100% yield; for example, 0.34 means a 34% yield). (1) The reactants are [O:1]1[CH2:6][CH2:5]O[CH2:3][CH2:2]1.Br[C:8]1[CH:9]=[C:10]([CH:13]=[CH:14][C:15]=1[N:16]1[CH2:21][CH2:20][O:19][CH2:18][CH2:17]1)[CH:11]=[O:12].C([Sn](CCCC)(CCCC)C1OC=CC=1)CCC.[F-].[K+]. The catalyst is Cl[Pd](Cl)([P](C1C=CC=CC=1)(C1C=CC=CC=1)C1C=CC=CC=1)[P](C1C=CC=CC=1)(C1C=CC=CC=1)C1C=CC=CC=1.C(OCC)(=O)C. The product is [O:1]1[CH:6]=[CH:5][CH:3]=[C:2]1[C:8]1[CH:9]=[C:10]([CH:13]=[CH:14][C:15]=1[N:16]1[CH2:21][CH2:20][O:19][CH2:18][CH2:17]1)[CH:11]=[O:12]. The yield is 0.840. (2) The reactants are [C:1]([O:5][C:6]([NH:8][CH2:9][C:10]([OH:12])=O)=[O:7])([CH3:4])([CH3:3])[CH3:2].C1C=CC2N(O)N=[N:19]C=2C=1.CCN=C=NCCCN(C)C.Cl.[NH4+].[Cl-].CCN(C(C)C)C(C)C. The catalyst is C(Cl)Cl. The product is [C:1]([O:5][C:6](=[O:7])[NH:8][CH2:9][C:10]([NH2:19])=[O:12])([CH3:4])([CH3:3])[CH3:2]. The yield is 0.200. (3) No catalyst specified. The product is [CH2:1]([O:3][C:4]([C:6]1([NH:11][C:12]([CH:14]2[CH2:18][CH:17]([O:19][C:20]3[C:29]4[C:24](=[C:25]([CH3:32])[C:26]([O:30][CH3:31])=[CH:27][CH:28]=4)[N:23]=[C:22]([C:33]4[CH:34]=[C:35]([F:40])[CH:36]=[C:37]([F:39])[CH:38]=4)[N:21]=3)[CH2:16][CH:15]2[C:41](=[O:42])[N:51]([CH2:45][CH2:46][CH2:47][CH2:48][CH:49]=[CH2:50])[CH3:52])=[O:13])[CH2:8][CH:7]1[CH:9]=[CH2:10])=[O:5])[CH3:2]. The reactants are [CH2:1]([O:3][C:4]([C:6]1([NH:11][C:12]([CH:14]2[CH2:18][CH:17]([O:19][C:20]3[C:29]4[C:24](=[C:25]([CH3:32])[C:26]([O:30][CH3:31])=[CH:27][CH:28]=4)[N:23]=[C:22]([C:33]4[CH:38]=[C:37]([F:39])[CH:36]=[C:35]([F:40])[CH:34]=4)[N:21]=3)[CH2:16][CH:15]2[C:41](O)=[O:42])=[O:13])[CH2:8][CH:7]1[CH:9]=[CH2:10])=[O:5])[CH3:2].Cl.[CH2:45]([NH:51][CH3:52])[CH2:46][CH2:47][CH2:48][CH:49]=[CH2:50]. The yield is 0.810. (4) The reactants are [F:1][C:2]1[CH:7]=[CH:6][CH:5]=[CH:4][C:3]=1[N:8]1[C:12]([C:13]2[CH:18]=[CH:17][CH:16]=[CH:15][C:14]=2[C:19]2[CH:24]=[CH:23][CH:22]=[CH:21][C:20]=2O)=[N:11][N:10]=[N:9]1.[CH3:26][O:27][CH2:28]C1C=CC=CC=1B(O)O. No catalyst specified. The product is [F:1][C:2]1[CH:7]=[CH:6][CH:5]=[CH:4][C:3]=1[N:8]1[C:12]([C:13]2[CH:18]=[CH:17][CH:16]=[CH:15][C:14]=2[C:19]2[CH:24]=[CH:23][CH:22]=[CH:21][C:20]=2[CH2:26][O:27][CH3:28])=[N:11][N:10]=[N:9]1. The yield is 0.320. (5) The reactants are [CH2:1]([C:8]([N:10]1[CH2:18][CH2:17][N:16]([C:19]([CH2:21][CH2:22][CH2:23][CH2:24][CH2:25][CH2:26][CH3:27])=O)[CH2:15][CH2:14][N:13]([C:28]([CH2:30][CH2:31][CH2:32][CH2:33][CH2:34][CH2:35][CH3:36])=O)[CH2:12][CH2:11]1)=O)[CH2:2][CH2:3][CH2:4][CH2:5][CH2:6][CH3:7].B.C1COCC1.[OH-].[Na+]. The catalyst is CO. The product is [CH2:8]([N:10]1[CH2:18][CH2:17][N:16]([CH2:19][CH2:21][CH2:22][CH2:23][CH2:24][CH2:25][CH2:26][CH3:27])[CH2:15][CH2:14][N:13]([CH2:28][CH2:30][CH2:31][CH2:32][CH2:33][CH2:34][CH2:35][CH3:36])[CH2:12][CH2:11]1)[CH2:1][CH2:2][CH2:3][CH2:4][CH2:5][CH2:6][CH3:7]. The yield is 0.850. (6) The yield is 0.390. The reactants are [CH3:1][S:2](Cl)(=[O:4])=[O:3].[F:6][C:7]1[CH:8]=[CH:9][C:10]([CH2:13][OH:14])=[N:11][CH:12]=1.C(N(CC)C(C)C)(C)C. The catalyst is C(Cl)Cl. The product is [CH3:1][S:2]([O:14][CH2:13][C:10]1[CH:9]=[CH:8][C:7]([F:6])=[CH:12][N:11]=1)(=[O:4])=[O:3]. (7) The reactants are [Cl:1][C:2]([Cl:24])([Cl:23])[C:3]([N:5]1[CH2:10][CH2:9][N:8]([C:11]2[CH:16]=[CH:15][CH:14]=[CH:13][C:12]=2[O:17][CH2:18][C:19]([F:22])([F:21])[F:20])[CH2:7][CH2:6]1)=[O:4].[Cl:25][S:26](O)(=[O:28])=[O:27]. The catalyst is ClCCl. The product is [Cl:24][C:2]([Cl:1])([Cl:23])[C:3]([N:5]1[CH2:10][CH2:9][N:8]([C:11]2[CH:16]=[C:15]([S:26]([Cl:25])(=[O:28])=[O:27])[CH:14]=[CH:13][C:12]=2[O:17][CH2:18][C:19]([F:20])([F:21])[F:22])[CH2:7][CH2:6]1)=[O:4]. The yield is 0.530. (8) The reactants are [F:1][C:2]1[CH:10]=[CH:9][C:5]([C:6]([OH:8])=[O:7])=[CH:4][C:3]=1O.CI.[C:14](=O)([O-])[O-].[K+].[K+].CN([CH:23]=[O:24])C. The catalyst is C(OCC)(=O)C. The product is [F:1][C:2]1[CH:10]=[CH:9][C:5]([C:6]([O:8][CH3:14])=[O:7])=[CH:4][C:3]=1[O:24][CH3:23]. The yield is 0.850. (9) The catalyst is CC(N(C)C)=O.C([O-])(=O)C.[Pd+2].C([O-])(=O)C.C1(P(C2C=CC=CC=2)C2C=CC=CC=2)C=CC=CC=1. The product is [CH3:1][N:2]1[C:6]2=[N:7][CH:8]=[CH:9][CH:10]=[C:5]2[CH:4]=[C:3]1[C:11]1[CH:16]=[CH:15][CH:14]=[CH:13][CH:12]=1. The yield is 0.530. The reactants are [CH3:1][N:2]1[C:6]2=[N:7][CH:8]=[CH:9][CH:10]=[C:5]2[CH:4]=[CH:3]1.[C:11]1(I)[CH:16]=[CH:15][CH:14]=[CH:13][CH:12]=1.C([O-])(=O)C.[Cs+].